From a dataset of Catalyst prediction with 721,799 reactions and 888 catalyst types from USPTO. Predict which catalyst facilitates the given reaction. (1) Reactant: [Cl:1][C:2]1[CH:11]=[CH:10][C:5]2[C:6]([OH:9])=[N:7][O:8][C:4]=2[CH:3]=1.[CH3:12][CH:13]1[CH2:18][CH2:17][N:16]([C:19](Cl)=[O:20])[CH2:15][CH2:14]1.C(N(CC)CC)C. Product: [CH3:12][CH:13]1[CH2:18][CH2:17][N:16]([C:19]([O:9][C:6]2[C:5]3[CH:10]=[CH:11][C:2]([Cl:1])=[CH:3][C:4]=3[O:8][N:7]=2)=[O:20])[CH2:15][CH2:14]1. The catalyst class is: 17. (2) Reactant: [CH3:1][C:2]([OH:13])([CH3:12])[CH2:3][NH:4][CH2:5][C:6]1[CH:11]=[CH:10][CH:9]=[CH:8][CH:7]=1.Cl[CH2:15][C@H:16]1[CH2:18][O:17]1.Cl([O-])(=O)(=O)=O.[Li+].C[O-].[Na+].CO. Product: [CH3:12][C:2]1([CH3:1])[CH2:3][N:4]([CH2:5][C:6]2[CH:11]=[CH:10][CH:9]=[CH:8][CH:7]=2)[CH2:15][C@@H:16]([CH2:18][OH:17])[O:13]1. The catalyst class is: 308.